Dataset: Reaction yield outcomes from USPTO patents with 853,638 reactions. Task: Predict the reaction yield, written as a fraction of the theoretical maximum amount of product (1.0 means a 100% yield; for example, 0.34 means a 34% yield). (1) The reactants are [C:1]([N:5]1[C:9](=[O:10])[C:8](Cl)=[C:7]([C:12]2[CH:17]=[CH:16][CH:15]=[CH:14][CH:13]=2)[S:6]1(=[O:19])=[O:18])([CH3:4])([CH3:3])[CH3:2].[C:20]1([CH2:26][CH2:27][CH2:28][CH2:29][NH2:30])[CH:25]=[CH:24][CH:23]=[CH:22][CH:21]=1. The catalyst is CC#N. The product is [C:1]([N:5]1[C:9](=[O:10])[C:8]([NH:30][CH2:29][CH2:28][CH2:27][CH2:26][C:20]2[CH:25]=[CH:24][CH:23]=[CH:22][CH:21]=2)=[C:7]([C:12]2[CH:17]=[CH:16][CH:15]=[CH:14][CH:13]=2)[S:6]1(=[O:19])=[O:18])([CH3:4])([CH3:3])[CH3:2]. The yield is 0.920. (2) The reactants are [CH:1]([C:4]1[CH:5]=[C:6]([NH:10][C:11]([C:13]2[CH:14]=[C:15]([N:19]3[CH2:28][C:27]4[CH:26]=[N:25][CH:24]=[C:23]([C:29](O)=[O:30])[C:22]=4[CH2:21][CH2:20]3)[CH:16]=[CH:17][CH:18]=2)=[O:12])[CH:7]=[CH:8][CH:9]=1)([CH3:3])[CH3:2].C(N(CC)CC)C.CCCP(=O)=O.[NH2:45][CH2:46][CH2:47][CH2:48][OH:49]. The catalyst is CN(C1C=CN=CC=1)C.ClCCCl. The product is [OH:49][CH2:48][CH2:47][CH2:46][NH:45][C:29]([C:23]1[C:22]2[CH2:21][CH2:20][N:19]([C:15]3[CH:16]=[CH:17][CH:18]=[C:13]([C:11]([NH:10][C:6]4[CH:7]=[CH:8][CH:9]=[C:4]([CH:1]([CH3:3])[CH3:2])[CH:5]=4)=[O:12])[CH:14]=3)[CH2:28][C:27]=2[CH:26]=[N:25][CH:24]=1)=[O:30]. The yield is 0.370. (3) The reactants are [CH2:1]([O:8][C:9]1[C:10](=[O:26])[N:11]([CH2:15][C:16]([O:18]N2C(=O)CCC2=O)=O)[CH:12]=[CH:13][CH:14]=1)[C:2]1[CH:7]=[CH:6][CH:5]=[CH:4][CH:3]=1.C1([C:33]2[CH:40]=[CH:39][C:36]([CH2:37][NH2:38])=[CH:35][CH:34]=2)C=CC=CC=1.[Al]. The catalyst is C(Cl)Cl. The product is [CH2:1]([O:8][C:9]1[C:10](=[O:26])[N:11]([CH2:15][C:16](=[O:18])[N:38]([C:2]2[CH:7]=[CH:6][CH:5]=[CH:4][CH:3]=2)[CH2:37][C:36]2[CH:35]=[CH:34][CH:33]=[CH:40][CH:39]=2)[CH:12]=[CH:13][CH:14]=1)[C:2]1[CH:3]=[CH:4][CH:5]=[CH:6][CH:7]=1. The yield is 0.550. (4) The reactants are [F:1][C:2]([F:17])([F:16])[C:3]1[CH:12]=[CH:11][C:10]2[C:5](=[CH:6][CH:7]=[C:8]([C:13]([OH:15])=O)[CH:9]=2)[N:4]=1.C(N(CC)C(C)C)(C)C.CN(C(ON1N=NC2C=CC=NC1=2)=[N+](C)C)C.F[P-](F)(F)(F)(F)F.Cl.Cl.[CH3:53][N:54]1[C:58]([CH3:59])=[C:57]([C@H:60]([NH2:62])[CH3:61])[CH:56]=[N:55]1. The catalyst is C(Cl)Cl. The product is [CH3:53][N:54]1[C:58]([CH3:59])=[C:57]([C@H:60]([NH:62][C:13]([C:8]2[CH:9]=[C:10]3[C:5](=[CH:6][CH:7]=2)[N:4]=[C:3]([C:2]([F:1])([F:17])[F:16])[CH:12]=[CH:11]3)=[O:15])[CH3:61])[CH:56]=[N:55]1. The yield is 0.410.